This data is from Forward reaction prediction with 1.9M reactions from USPTO patents (1976-2016). The task is: Predict the product of the given reaction. (1) Given the reactants [CH3:1][C:2]1[CH:3]=[CH:4][C:5]([CH2:8]O)=[N:6][CH:7]=1.S(Cl)([Cl:12])=O, predict the reaction product. The product is: [ClH:12].[Cl:12][CH2:8][C:5]1[CH:4]=[CH:3][C:2]([CH3:1])=[CH:7][N:6]=1. (2) Given the reactants [Cl:1][C:2]1[CH:19]=[CH:18][C:5]2[N:6]([CH2:12][CH2:13][C:14]([F:17])([F:16])[F:15])[C:7]([C@@H:9](O)[CH3:10])=[N:8][C:4]=2[CH:3]=1.[CH3:20][S:21]([C:24]1[C:32]2[C:27](=[CH:28][N:29]=[CH:30][CH:31]=2)[NH:26][N:25]=1)(=[O:23])=[O:22].C1C=CC(P(C2C=CC=CC=2)C2C=CC=CC=2)=CC=1.CCOC(/N=N/C(OCC)=O)=O, predict the reaction product. The product is: [Cl:1][C:2]1[CH:19]=[CH:18][C:5]2[N:6]([CH2:12][CH2:13][C:14]([F:17])([F:16])[F:15])[C:7]([C@H:9]([N:26]3[C:27]4=[CH:28][N:29]=[CH:30][CH:31]=[C:32]4[C:24]([S:21]([CH3:20])(=[O:22])=[O:23])=[N:25]3)[CH3:10])=[N:8][C:4]=2[CH:3]=1. (3) Given the reactants ClC1C=C(C(F)(F)F)C=CC=1S(N)(=O)=O.[Cl:16][C:17]1[CH:22]=[C:21]([C:23]([F:26])([F:25])[F:24])[CH:20]=[CH:19][C:18]=1[S:27]([NH:30][C:31]1[CH:36]=[CH:35][C:34]([O:37][C:38]2[S:39][C:40]3[CH:46]=[C:45]([N+:47]([O-])=O)[CH:44]=[CH:43][C:41]=3[N:42]=2)=[C:33]([Cl:50])[CH:32]=1)(=[O:29])=[O:28], predict the reaction product. The product is: [NH2:47][C:45]1[CH:44]=[CH:43][C:41]2[N:42]=[C:38]([O:37][C:34]3[CH:35]=[CH:36][C:31]([NH:30][S:27]([C:18]4[CH:19]=[CH:20][C:21]([C:23]([F:24])([F:25])[F:26])=[CH:22][C:17]=4[Cl:16])(=[O:29])=[O:28])=[CH:32][C:33]=3[Cl:50])[S:39][C:40]=2[CH:46]=1. (4) Given the reactants [O:1]([CH2:8][C:9]1[NH:10][CH:11]=[C:12]([C:14]2[CH:27]=[CH:26][C:17]([O:18][C:19]3[CH:25]=[CH:24][C:22]([NH2:23])=[CH:21][CH:20]=3)=[CH:16][CH:15]=2)[N:13]=1)[C:2]1[CH:7]=[CH:6][CH:5]=[CH:4][CH:3]=1.[CH2:28]([N:30]=[C:31]=[S:32])[CH3:29].ClCCl.C(OCC)(=O)C, predict the reaction product. The product is: [CH2:28]([NH:30][C:31]([NH:23][C:22]1[CH:21]=[CH:20][C:19]([O:18][C:17]2[CH:26]=[CH:27][C:14]([C:12]3[N:13]=[C:9]([CH2:8][O:1][C:2]4[CH:7]=[CH:6][CH:5]=[CH:4][CH:3]=4)[NH:10][CH:11]=3)=[CH:15][CH:16]=2)=[CH:25][CH:24]=1)=[S:32])[CH3:29]. (5) Given the reactants [CH3:1][C:2]1([CH3:32])[CH2:7][C:6](=[O:8])[CH2:5][C:4]([CH3:10])([CH3:9])[P:3]1[C:11]1[CH:16]=[CH:15][CH:14]=[CH:13][C:12]=1[C:17]1[C:22]([CH:23]([CH3:25])[CH3:24])=[CH:21][C:20]([CH:26]([CH3:28])[CH3:27])=[CH:19][C:18]=1[CH:29]([CH3:31])[CH3:30].[CH2:33](O)[CH2:34][CH2:35][OH:36].O.C1(C)C=CC(S(O)(=O)=O)=CC=1, predict the reaction product. The product is: [CH3:32][C:2]1([CH3:1])[P:3]([C:11]2[CH:16]=[CH:15][CH:14]=[CH:13][C:12]=2[C:17]2[C:22]([CH:23]([CH3:24])[CH3:25])=[CH:21][C:20]([CH:26]([CH3:28])[CH3:27])=[CH:19][C:18]=2[CH:29]([CH3:31])[CH3:30])[C:4]([CH3:9])([CH3:10])[CH2:5][C:6]2([O:36][CH2:35][CH2:34][CH2:33][O:8]2)[CH2:7]1. (6) Given the reactants [F:1][C:2]1[CH:7]=[C:6](I)[CH:5]=[CH:4][C:3]=1[CH2:9][N:10]1[C:19]2[CH:18]=[CH:17][CH:16]=[CH:15][C:14]=2[C:13]2=[N:20][N:21]([C:24]3[CH:29]=[CH:28][CH:27]=[CH:26][C:25]=3[F:30])[C:22](=[O:23])[C:12]2=[CH:11]1.[NH:31]1[C:39]2[C:34](=[CH:35][C:36](B(O)O)=[CH:37][CH:38]=2)[CH:33]=[CH:32]1.C(=O)([O-])[O-].[K+].[K+].C1(P(C2CCCCC2)C2C=CC=CC=2C2C(C(C)C)=CC(C(C)C)=CC=2C(C)C)CCCCC1, predict the reaction product. The product is: [F:1][C:2]1[CH:7]=[C:6]([C:36]2[CH:35]=[C:34]3[C:39](=[CH:38][CH:37]=2)[NH:31][CH:32]=[CH:33]3)[CH:5]=[CH:4][C:3]=1[CH2:9][N:10]1[C:19]2[CH:18]=[CH:17][CH:16]=[CH:15][C:14]=2[C:13]2=[N:20][N:21]([C:24]3[CH:29]=[CH:28][CH:27]=[CH:26][C:25]=3[F:30])[C:22](=[O:23])[C:12]2=[CH:11]1. (7) Given the reactants O=C(C)CC[S:5]([CH2:8][CH2:9][C:10]([O:12][CH3:13])=[O:11])(=[O:7])=[O:6].C[O-:16].[Na+:17], predict the reaction product. The product is: [CH3:13][O:12][C:10](=[O:11])[CH2:9][CH2:8][S:5]([O-:16])(=[O:7])=[O:6].[Na+:17]. (8) Given the reactants [NH2:1][C:2]1[CH:7]=[CH:6][C:5]([OH:8])=[CH:4][CH:3]=1.Cl[C:10]1[C:19]2[C:14](=[CH:15][CH:16]=[CH:17][CH:18]=2)[C:13]([C:20]2[CH:25]=[CH:24][CH:23]=[CH:22][CH:21]=2)=[N:12][N:11]=1, predict the reaction product. The product is: [C:20]1([C:13]2[C:14]3[C:19](=[CH:18][CH:17]=[CH:16][CH:15]=3)[C:10]([NH:1][C:2]3[CH:7]=[CH:6][C:5]([OH:8])=[CH:4][CH:3]=3)=[N:11][N:12]=2)[CH:21]=[CH:22][CH:23]=[CH:24][CH:25]=1.